This data is from Forward reaction prediction with 1.9M reactions from USPTO patents (1976-2016). The task is: Predict the product of the given reaction. (1) The product is: [ClH:67].[CH3:29][NH:26][C:27](=[O:63])[CH2:28][CH2:10][C:11]1[N:52]([CH2:53][CH2:54][CH2:55][N:56]2[CH2:61][CH2:60][CH2:59][CH2:58][CH2:57]2)[C:34]2[CH:35]=[C:36]([C:37]([N:39]([CH2:45][CH2:46][CH:47]([CH3:48])[CH3:49])[CH2:40][CH2:41][CH:42]([CH3:43])[CH3:44])=[O:38])[CH:50]=[CH:51][C:33]=2[N:32]=1. Given the reactants CN(C(ON1N=N[C:11]2C=CC=C[C:10]1=2)=[N+](C)C)C.[B-](F)(F)(F)F.C([N:26]([CH:29](C)C)[CH2:27][CH3:28])(C)C.[NH2:32][C:33]1[CH:51]=[CH:50][C:36]([C:37]([N:39]([CH2:45][CH2:46][CH:47]([CH3:49])[CH3:48])[CH2:40][CH2:41][CH:42]([CH3:44])[CH3:43])=[O:38])=[CH:35][C:34]=1[NH:52][CH2:53][CH2:54][CH2:55][N:56]1[CH2:61][CH2:60][CH2:59][CH2:58][CH2:57]1.C(=O)([O-])[OH:63].[Na+].[Cl:67]CCl, predict the reaction product. (2) Given the reactants [NH2:1][CH2:2][CH:3]([OH:29])[CH2:4][O:5][C:6]1[C:11]([CH3:12])=[CH:10][C:9]([C:13]2[N:17]=[C:16]([C:18]3[CH:23]=[CH:22][C:21]([O:24][CH:25]([CH3:27])[CH3:26])=[CH:20][CH:19]=3)[O:15][N:14]=2)=[CH:8][C:7]=1[CH3:28].[C:30](O)(=[O:33])[CH2:31][OH:32].CCN(C(C)C)C(C)C.CN(C(ON1N=NC2C=CC=CC1=2)=[N+](C)C)C.[B-](F)(F)(F)F, predict the reaction product. The product is: [OH:33][CH2:30][C:31]([NH:1][CH2:2][CH:3]([OH:29])[CH2:4][O:5][C:6]1[C:11]([CH3:12])=[CH:10][C:9]([C:13]2[N:17]=[C:16]([C:18]3[CH:23]=[CH:22][C:21]([O:24][CH:25]([CH3:26])[CH3:27])=[CH:20][CH:19]=3)[O:15][N:14]=2)=[CH:8][C:7]=1[CH3:28])=[O:32]. (3) Given the reactants [NH2:1][C:2]1[C:3]2[CH:16]=[C:15]([CH:17]([OH:20])CO)[S:14][C:4]=2[N:5]=[C:6]([C:8]2[O:9][C:10]([CH3:13])=[CH:11][CH:12]=2)[N:7]=1.C([O-])(O)=O.[Na+], predict the reaction product. The product is: [NH2:1][C:2]1[C:3]2[CH:16]=[C:15]([CH:17]=[O:20])[S:14][C:4]=2[N:5]=[C:6]([C:8]2[O:9][C:10]([CH3:13])=[CH:11][CH:12]=2)[N:7]=1. (4) The product is: [NH:7]1[C:15]2[C:10](=[CH:11][CH:12]=[CH:13][CH:14]=2)[C:9]([CH:16]([CH3:17])[C:18]([OH:20])=[O:19])=[CH:8]1. Given the reactants [OH-].[K+].COC([N:7]1[C:15]2[C:10](=[CH:11][CH:12]=[CH:13][CH:14]=2)[C:9]([CH:16]([C:18]([O:20]CC)=[O:19])[CH3:17])=[CH:8]1)=O, predict the reaction product. (5) Given the reactants [Cl-].Cl[CH2:3][CH2:4][NH2+:5][CH2:6][CH:7]1[CH2:18][CH2:17][CH2:16][CH2:15][CH2:14][CH2:13][CH2:12][CH2:11][CH2:10][CH2:9][CH2:8]1.[CH3:19][C:20]1[CH:25]=[C:24]([N+:26]([O-:28])=[O:27])[CH:23]=[CH:22][C:21]=1[N:29]=[C:30]=[S:31], predict the reaction product. The product is: [CH3:19][C:20]1[CH:25]=[C:24]([N+:26]([O-:28])=[O:27])[CH:23]=[CH:22][C:21]=1[N:29]=[C:30]1[N:5]([CH2:6][CH:7]2[CH2:18][CH2:17][CH2:16][CH2:15][CH2:14][CH2:13][CH2:12][CH2:11][CH2:10][CH2:9][CH2:8]2)[CH2:4][CH2:3][S:31]1.